From a dataset of TCR-epitope binding with 47,182 pairs between 192 epitopes and 23,139 TCRs. Binary Classification. Given a T-cell receptor sequence (or CDR3 region) and an epitope sequence, predict whether binding occurs between them. (1) The epitope is VTEHDTLLY. The TCR CDR3 sequence is CSVPKVGTSGFNEQFF. Result: 0 (the TCR does not bind to the epitope). (2) The epitope is FLASKIGRLV. The TCR CDR3 sequence is CASSLATGGILGREQFF. Result: 0 (the TCR does not bind to the epitope). (3) The epitope is RLRAEAQVK. The TCR CDR3 sequence is CSARVVWTAMGYGYTF. Result: 1 (the TCR binds to the epitope). (4) The epitope is RLRAEAQVK. The TCR CDR3 sequence is CATSRDPQDNSPLHF. Result: 1 (the TCR binds to the epitope). (5) The epitope is GILGFVFTL. The TCR CDR3 sequence is CASSLAWGQLSGYTF. Result: 0 (the TCR does not bind to the epitope). (6) The epitope is LEPLVDLPI. The TCR CDR3 sequence is CSVEDGLAGGQETQYF. Result: 1 (the TCR binds to the epitope).